Dataset: Full USPTO retrosynthesis dataset with 1.9M reactions from patents (1976-2016). Task: Predict the reactants needed to synthesize the given product. (1) Given the product [Cl:26][C:19]1[CH:20]=[C:21]([CH2:24][N:1]2[CH:5]=[C:4]([C:6]([O:8][CH2:9][CH3:10])=[O:7])[CH:3]=[N:2]2)[CH:22]=[CH:23][C:18]=1[Cl:17], predict the reactants needed to synthesize it. The reactants are: [NH:1]1[CH:5]=[C:4]([C:6]([O:8][CH2:9][CH3:10])=[O:7])[CH:3]=[N:2]1.C(=O)([O-])[O-].[K+].[K+].[Cl:17][C:18]1[CH:23]=[CH:22][C:21]([CH2:24]Br)=[CH:20][C:19]=1[Cl:26]. (2) Given the product [Cl:8][C:6]1[N:5]=[N:4][C:3]([NH2:9])=[C:2]([C:10]2[CH:15]=[CH:14][CH:13]=[CH:12][CH:11]=2)[CH:7]=1, predict the reactants needed to synthesize it. The reactants are: Br[C:2]1[CH:7]=[C:6]([Cl:8])[N:5]=[N:4][C:3]=1[NH2:9].[C:10]1(B(O)O)[CH:15]=[CH:14][CH:13]=[CH:12][CH:11]=1. (3) Given the product [CH:1]1([NH:7][C:8]2[C:13]([C:14]([OH:16])=[O:15])=[CH:12][N:11]=[C:10]3[N:19]([CH2:22][O:23][CH2:24][CH2:25][Si:26]([CH3:29])([CH3:28])[CH3:27])[CH:20]=[CH:21][C:9]=23)[CH2:6][CH2:5][CH2:4][CH2:3][CH2:2]1, predict the reactants needed to synthesize it. The reactants are: [CH:1]1([NH:7][C:8]2[C:13]([C:14]([O:16]CC)=[O:15])=[CH:12][N:11]=[C:10]3[N:19]([CH2:22][O:23][CH2:24][CH2:25][Si:26]([CH3:29])([CH3:28])[CH3:27])[CH:20]=[CH:21][C:9]=23)[CH2:6][CH2:5][CH2:4][CH2:3][CH2:2]1.[OH-].[Na+].CCO. (4) Given the product [C:1]([O:5][C:6]([N:8]1[C@@H:9]([CH2:19][CH2:20][S:21][CH3:22])[CH2:10][N:11]([C:12]2[CH:17]=[CH:16][CH:15]=[C:14]([Cl:18])[CH:13]=2)[C:30](=[O:31])[CH2:29]1)=[O:7])([CH3:4])([CH3:3])[CH3:2], predict the reactants needed to synthesize it. The reactants are: [C:1]([O:5][C:6]([NH:8][C@@H:9]([CH2:19][CH2:20][S:21][CH3:22])[CH2:10][NH:11][C:12]1[CH:17]=[CH:16][CH:15]=[C:14]([Cl:18])[CH:13]=1)=[O:7])([CH3:4])([CH3:3])[CH3:2].C(=O)(O)[O-].[Na+].Cl[CH2:29][C:30](Cl)=[O:31].C(=O)([O-])[O-].[Cs+].[Cs+]. (5) Given the product [N+:31]([C:29]1[CH:28]=[CH:27][C:26]([OH:30])=[CH:25][C:24]=1[Cl:23])([O-:33])=[O:32], predict the reactants needed to synthesize it. The reactants are: C(OC(N1C2C(=CC(OC)=CC=2Cl)C=C1B(O)O)=O)(C)(C)C.[Cl:23][C:24]1[CH:25]=[C:26]([OH:30])[CH:27]=[CH:28][CH:29]=1.[N+:31]([O-])([OH:33])=[O:32].